From a dataset of Reaction yield outcomes from USPTO patents with 853,638 reactions. Predict the reaction yield, written as a fraction of the theoretical maximum amount of product (1.0 means a 100% yield; for example, 0.34 means a 34% yield). (1) The reactants are FC(F)(F)C(O)=O.[Cl:8][C:9]1[CH:14]=[CH:13][C:12]([C:15]2([C:35]#[N:36])[CH:19]([CH2:20][C:21]([CH3:24])([CH3:23])[CH3:22])[NH:18][CH:17]([C:25](O)=[O:26])[CH:16]2[C:28]2[CH:33]=[CH:32][CH:31]=[C:30]([Cl:34])[CH:29]=2)=[C:11]([O:37][CH3:38])[CH:10]=1.CC1(C)[O:44][C@H:43]([CH2:45][CH2:46][NH2:47])[CH2:42][O:41]1.CN(C(ON1N=NC2C=CC=NC1=2)=[N+](C)C)C.F[P-](F)(F)(F)(F)F.CCN(C(C)C)C(C)C.Cl. The catalyst is C(Cl)Cl.O1CCCC1. The product is [OH:44][C@@H:43]([CH2:42][OH:41])[CH2:45][CH2:46][NH:47][C:25]([CH:17]1[CH:16]([C:28]2[CH:33]=[CH:32][CH:31]=[C:30]([Cl:34])[CH:29]=2)[C:15]([C:12]2[CH:13]=[CH:14][C:9]([Cl:8])=[CH:10][C:11]=2[O:37][CH3:38])([C:35]#[N:36])[CH:19]([CH2:20][C:21]([CH3:24])([CH3:23])[CH3:22])[NH:18]1)=[O:26]. The yield is 0.570. (2) The reactants are [C:1]([O:5][C:6]([N:8]([CH2:13][CH3:14])[CH2:9][C:10]([OH:12])=O)=[O:7])([CH3:4])([CH3:3])[CH3:2].FC1C=CC(S(N(C)CC([NH:29][CH2:30][C:31]2[CH:36]=[C:35]([C:37]3[CH:42]=[CH:41][C:40]([C:43]([F:46])([F:45])[F:44])=[CH:39][CH:38]=3)[N:34]=[CH:33][N:32]=2)=O)(=O)=O)=CC=1.O.ON1C2C=CC=CC=2N=N1.C(N(CC)C(C)C)(C)C.CN(C(ON1N=NC2C=CC=CC1=2)=[N+](C)C)C.F[P-](F)(F)(F)(F)F. The catalyst is CN(C=O)C.C(OCC)(=O)C. The product is [CH2:13]([N:8]([CH2:9][C:10](=[O:12])[NH:29][CH2:30][C:31]1[CH:36]=[C:35]([C:37]2[CH:38]=[CH:39][C:40]([C:43]([F:46])([F:45])[F:44])=[CH:41][CH:42]=2)[N:34]=[CH:33][N:32]=1)[C:6](=[O:7])[O:5][C:1]([CH3:2])([CH3:3])[CH3:4])[CH3:14]. The yield is 0.580. (3) The reactants are [F:1][C:2]1[C:7]([NH2:8])=[C:6]([F:9])[C:5]([F:10])=[CH:4][C:3]=1[NH2:11].ClCCl.N1C=CC=CC=1.[CH2:21]([S:24](Cl)(=[O:26])=[O:25])[CH2:22][CH3:23]. No catalyst specified. The product is [NH2:8][C:7]1[C:2]([F:1])=[C:3]([NH:11][S:24]([CH2:21][CH2:22][CH3:23])(=[O:26])=[O:25])[CH:4]=[C:5]([F:10])[C:6]=1[F:9]. The yield is 0.836. (4) The reactants are [Cl:1][C:2]1[CH:7]=[CH:6][C:5]([C:8]2[CH:9]=[C:10]3[C:16]([C:17]([C:19]4[C:20]([F:33])=[C:21]([NH:26][S:27]([CH2:30][CH2:31][CH3:32])(=[O:29])=[O:28])[CH:22]=[CH:23][C:24]=4[F:25])=[O:18])=[CH:15][NH:14][C:11]3=[N:12][CH:13]=2)=[CH:4][CH:3]=1.C(N(CC)CC)C.[C:41](Cl)(=[O:45])[CH:42]([CH3:44])[CH3:43]. The catalyst is C(Cl)(Cl)Cl. The product is [Cl:1][C:2]1[CH:7]=[CH:6][C:5]([C:8]2[CH:9]=[C:10]3[C:16]([C:17]([C:19]4[C:20]([F:33])=[C:21]([N:26]([S:27]([CH2:30][CH2:31][CH3:32])(=[O:28])=[O:29])[C:41](=[O:45])[CH:42]([CH3:44])[CH3:43])[CH:22]=[CH:23][C:24]=4[F:25])=[O:18])=[CH:15][NH:14][C:11]3=[N:12][CH:13]=2)=[CH:4][CH:3]=1. The yield is 0.00800. (5) The reactants are [CH3:1][C:2]1([CH3:34])[S:7][CH2:6][CH2:5][N:4]([S:8]([C:11]2[CH:16]=[CH:15][C:14]([O:17][CH2:18][C:19]#[C:20][CH2:21][CH2:22][O:23][CH:24]3[CH2:29][CH2:28][CH2:27][CH2:26][O:25]3)=[CH:13][CH:12]=2)(=[O:10])=[O:9])[CH:3]1[C:30]([O:32]C)=[O:31].[OH-].[Na+].CO. The catalyst is C1COCC1. The product is [CH3:1][C:2]1([CH3:34])[S:7][CH2:6][CH2:5][N:4]([S:8]([C:11]2[CH:12]=[CH:13][C:14]([O:17][CH2:18][C:19]#[C:20][CH2:21][CH2:22][O:23][CH:24]3[CH2:29][CH2:28][CH2:27][CH2:26][O:25]3)=[CH:15][CH:16]=2)(=[O:10])=[O:9])[CH:3]1[C:30]([OH:32])=[O:31]. The yield is 0.840. (6) The reactants are Cl[C:2]1[CH:7]=[C:6]([C:8]([OH:10])=[O:9])[CH:5]=[CH:4][N:3]=1.[I-:11].[Na+].[CH3:13]C(=O)CC. No catalyst specified. The product is [CH3:13][O:10][C:8](=[O:9])[C:6]1[CH:5]=[CH:4][N:3]=[C:2]([I:11])[CH:7]=1. The yield is 0.924. (7) The catalyst is C(O)C. The reactants are [F:1][C:2]([F:27])([F:26])[C:3]1[CH:21]=[C:20]([C:22]([F:25])([F:24])[F:23])[CH:19]=[CH:18][C:4]=1[CH2:5][O:6][C:7]1[CH:14]=[CH:13][C:10]([CH:11]=O)=[CH:9][C:8]=1[N+:15]([O-:17])=[O:16].[CH3:28][NH:29][C:30]1[CH2:34][S:33][C:32](=[O:35])[N:31]=1.CC(C)([O-])C.[K+]. The product is [F:27][C:2]([F:1])([F:26])[C:3]1[CH:21]=[C:20]([C:22]([F:23])([F:24])[F:25])[CH:19]=[CH:18][C:4]=1[CH2:5][O:6][C:7]1[CH:14]=[CH:13][C:10](/[CH:11]=[C:34]2/[C:30]([NH:29][CH3:28])=[N:31][C:32](=[O:35])[S:33]/2)=[CH:9][C:8]=1[N+:15]([O-:17])=[O:16]. The yield is 0.700. (8) The reactants are [CH:1]1[C:10]2[C:5](=[CH:6][CH:7]=[CH:8][CH:9]=2)[CH:4]=[CH:3][C:2]=1[OH:11].[NH2:12][C:13]1[N:18]=[C:17](Cl)[N:16]=[C:15]([Cl:20])[N:14]=1.C(=O)([O-])[O-].[K+].[K+]. The catalyst is CC(C)=O. The product is [Cl:20][C:15]1[N:16]=[C:17]([O:11][C:2]2[CH:3]=[CH:4][C:5]3[C:10](=[CH:9][CH:8]=[CH:7][CH:6]=3)[CH:1]=2)[N:18]=[C:13]([NH2:12])[N:14]=1. The yield is 0.730. (9) The reactants are CS(O[CH2:6][CH2:7][N:8]1[CH:12]=[C:11]([B:13]2[O:17]C(C)(C)C(C)(C)[O:14]2)[CH:10]=[N:9]1)(=O)=O.[CH3:22][N:23]1[CH2:28][CH2:27][NH:26][CH2:25][CH2:24]1. The catalyst is CN(C)C=O.ClCCl. The product is [CH3:22][N:23]1[CH2:28][CH2:27][N:26]([CH2:6][CH2:7][N:8]2[CH:12]=[C:11]([B:13]([OH:14])[OH:17])[CH:10]=[N:9]2)[CH2:25][CH2:24]1. The yield is 0.630.